Dataset: Full USPTO retrosynthesis dataset with 1.9M reactions from patents (1976-2016). Task: Predict the reactants needed to synthesize the given product. (1) Given the product [CH2:9]([S:11][C:12]1[CH:31]=[C:30]([C:32]([F:35])([F:33])[F:34])[CH:29]=[CH:28][C:13]=1[C:14]([N:16]([CH3:1])[C:17]1[CH:22]=[CH:21][C:20]([S:23][C:24]([F:25])([F:26])[F:27])=[CH:19][CH:18]=1)=[O:15])[CH3:10], predict the reactants needed to synthesize it. The reactants are: [C:1](=O)([O-])[O-].[K+].[K+].CI.[CH2:9]([S:11][C:12]1[CH:31]=[C:30]([C:32]([F:35])([F:34])[F:33])[CH:29]=[CH:28][C:13]=1[C:14]([NH:16][C:17]1[CH:22]=[CH:21][C:20]([S:23][C:24]([F:27])([F:26])[F:25])=[CH:19][CH:18]=1)=[O:15])[CH3:10].C(=O)(O)[O-].[Na+]. (2) Given the product [Cl:1][C:2]1[CH:10]=[CH:9][C:8]([C:11]([F:14])([F:12])[F:13])=[CH:7][C:3]=1[C:4]1[S:6][C:16]([C:17]([O:19][CH2:20][CH3:21])=[O:18])=[CH:22][N:5]=1, predict the reactants needed to synthesize it. The reactants are: [Cl:1][C:2]1[CH:10]=[CH:9][C:8]([C:11]([F:14])([F:13])[F:12])=[CH:7][C:3]=1[C:4](=[S:6])[NH2:5].Cl[CH:16]([CH:22]=O)[C:17]([O:19][CH2:20][CH3:21])=[O:18]. (3) The reactants are: [O:1]=[C:2]1[C:11]2[CH:10]=[CH:9][CH:8]=[CH:7][C:6]=2[C:5]2[CH2:12][O:13][CH:14]([CH:16]3[CH2:21][CH2:20][N:19](C(OC(C)(C)C)=O)[CH2:18][CH2:17]3)[CH2:15][C:4]=2[NH:3]1.FC(F)(F)C(O)=O.[Cl:36]CCl. Given the product [Cl-:36].[O:1]=[C:2]1[NH:3][C:4]2[CH2:15][CH:14]([CH:16]3[CH2:21][CH2:20][NH2+:19][CH2:18][CH2:17]3)[O:13][CH2:12][C:5]=2[C:6]2[C:11]1=[CH:10][CH:9]=[CH:8][CH:7]=2, predict the reactants needed to synthesize it.